This data is from KCNQ2 potassium channel screen with 302,405 compounds. The task is: Binary Classification. Given a drug SMILES string, predict its activity (active/inactive) in a high-throughput screening assay against a specified biological target. (1) The compound is S(=O)(=O)(Nc1cc(cc(c1)C(OC)=O)C(OC)=O)c1cc([N+]([O-])=O)c(N2CCCCCC2)cc1. The result is 0 (inactive). (2) The drug is O=C1N(CC(=O)N2C1Cc1c([nH]c3c1cccc3)C2)CCCCCC. The result is 0 (inactive).